Dataset: Reaction yield outcomes from USPTO patents with 853,638 reactions. Task: Predict the reaction yield, written as a fraction of the theoretical maximum amount of product (1.0 means a 100% yield; for example, 0.34 means a 34% yield). (1) The reactants are [CH2:1]([N:3]([CH2:8][CH3:9])[CH2:4][CH2:5][NH:6][CH3:7])[CH3:2].Br[CH2:11][C:12]1[CH:13]=[C:14]([CH:18]=[CH:19][CH:20]=1)[C:15]([OH:17])=[O:16].C(=O)([O-])[O-].[K+].[K+].[I-].[K+]. The catalyst is CN(C)C=O. The product is [CH2:1]([N:3]([CH2:8][CH3:9])[CH2:4][CH2:5][N:6]([CH2:11][C:12]1[CH:13]=[C:14]([CH:18]=[CH:19][CH:20]=1)[C:15]([OH:17])=[O:16])[CH3:7])[CH3:2]. The yield is 0.460. (2) The reactants are [N:1]1([C:10]([C:12]2[CH:19]=[CH:18][C:15]([CH:16]=O)=[C:14]([N+:20]([O-:22])=[O:21])[CH:13]=2)=[O:11])[C:9]2[C:4](=[CH:5][CH:6]=[CH:7][CH:8]=2)[CH2:3][CH2:2]1.ClCCCl.[NH2:27][CH:28]1[CH2:36][C:35]2[C:30](=[CH:31][CH:32]=[CH:33][CH:34]=2)[CH2:29]1.C(O)(=O)C.C(O[BH-](OC(=O)C)OC(=O)C)(=O)C.[Na+]. The catalyst is O.ClCCl. The product is [N:1]1([C:10]([C:12]2[CH:19]=[CH:18][C:15]([CH2:16][NH:27][CH:28]3[CH2:36][C:35]4[C:30](=[CH:31][CH:32]=[CH:33][CH:34]=4)[CH2:29]3)=[C:14]([N+:20]([O-:22])=[O:21])[CH:13]=2)=[O:11])[C:9]2[C:4](=[CH:5][CH:6]=[CH:7][CH:8]=2)[CH2:3][CH2:2]1. The yield is 0.566. (3) The reactants are C(OC(=O)[NH:7][C:8]1[CH:13]=[C:12]([CH:14]([S:23]([C:26]2[CH:31]=[CH:30][C:29]([Cl:32])=[C:28]([O:33][CH3:34])[CH:27]=2)(=[O:25])=[O:24])[C:15]2[CH:20]=[C:19]([F:21])[CH:18]=[CH:17][C:16]=2[F:22])[C:11]([Cl:35])=[CH:10][N:9]=1)(C)(C)C.FC(F)(F)C(O)=O. The catalyst is ClCCl. The product is [Cl:35][C:11]1[C:12]([CH:14]([S:23]([C:26]2[CH:31]=[CH:30][C:29]([Cl:32])=[C:28]([O:33][CH3:34])[CH:27]=2)(=[O:25])=[O:24])[C:15]2[CH:20]=[C:19]([F:21])[CH:18]=[CH:17][C:16]=2[F:22])=[CH:13][C:8]([NH2:7])=[N:9][CH:10]=1. The yield is 0.840. (4) The reactants are [CH3:1][O:2][C:3](=[O:11])[CH2:4][CH2:5][CH2:6][C:7](=O)[CH2:8]Br.[C:12]([NH:19][C:20]([NH2:22])=[NH:21])([O:14][C:15]([CH3:18])([CH3:17])[CH3:16])=[O:13].[Na+].[I-]. The catalyst is CN(C=O)C. The product is [C:15]([O:14][C:12]([N:19]1[CH:8]=[C:7]([CH2:6][CH2:5][CH2:4][C:3]([O:2][CH3:1])=[O:11])[N:21]=[C:20]1[NH2:22])=[O:13])([CH3:18])([CH3:16])[CH3:17]. The yield is 0.650. (5) The reactants are [C:1]1([C:26]2[CH:31]=[CH:30][CH:29]=[CH:28][CH:27]=2)[CH:6]=[CH:5][CH:4]=[C:3]([C:7]2[O:8][C:9]([CH3:25])=[C:10]([CH2:12][CH2:13]OS(C3C=CC(C)=CC=3)(=O)=O)[N:11]=2)[CH:2]=1.C([O:34][C:35](=[O:53])[C:36]([CH3:52])([O:45][C:46]1[CH:51]=[CH:50][CH:49]=[CH:48][CH:47]=1)[CH2:37][C:38]1[CH:43]=[CH:42][C:41]([OH:44])=[CH:40][CH:39]=1)C. The catalyst is C(O)C. The product is [C:1]1([C:26]2[CH:27]=[CH:28][CH:29]=[CH:30][CH:31]=2)[CH:6]=[CH:5][CH:4]=[C:3]([C:7]2[O:8][C:9]([CH3:25])=[C:10]([CH2:12][CH2:13][O:44][C:41]3[CH:40]=[CH:39][C:38]([CH2:37][C:36]([CH3:52])([O:45][C:46]4[CH:47]=[CH:48][CH:49]=[CH:50][CH:51]=4)[C:35]([OH:34])=[O:53])=[CH:43][CH:42]=3)[N:11]=2)[CH:2]=1. The yield is 0.250. (6) The reactants are [F:1][C:2]1[CH:24]=[CH:23][C:5]([O:6][C:7]2[CH:8]=[C:9]3[C:13](=[CH:14][C:15]=2[C:16]([NH2:18])=[O:17])[N:12]([CH2:19][CH:20]([CH3:22])[CH3:21])[N:11]=[CH:10]3)=[CH:4][CH:3]=1.C(N1C=CN=C1)(N1C=CN=C1)=O.[CH3:37][N:38]([C:43]1[CH:48]=[CH:47][CH:46]=[CH:45][CH:44]=1)[CH2:39][CH2:40][CH2:41]N. The catalyst is C1COCC1. The product is [CH3:37][N:38]([C:43]1[CH:48]=[CH:47][CH:46]=[CH:45][CH:44]=1)[CH2:39][CH2:40][CH2:41][NH:18][C:16]([C:15]1[CH:14]=[C:13]2[C:9]([CH:10]=[N:11][N:12]2[CH2:19][CH:20]([CH3:22])[CH3:21])=[CH:8][C:7]=1[O:6][C:5]1[CH:23]=[CH:24][C:2]([F:1])=[CH:3][CH:4]=1)=[O:17]. The yield is 0.780.